Dataset: Forward reaction prediction with 1.9M reactions from USPTO patents (1976-2016). Task: Predict the product of the given reaction. (1) Given the reactants Cl.[O:2]1[CH2:7][CH2:6][N:5]([CH2:8][CH2:9][CH2:10][C:11]([OH:13])=O)[CH2:4][CH2:3]1.[I:14][C:15]1[CH:16]=[CH:17][C:18]2[N:19]([CH:21]=[C:22]([NH2:24])[N:23]=2)[CH:20]=1.CCN=C=NCCCN(C)C.CCN(C(C)C)C(C)C, predict the reaction product. The product is: [I:14][C:15]1[CH:16]=[CH:17][C:18]2[N:19]([CH:21]=[C:22]([NH:24][C:11](=[O:13])[CH2:10][CH2:9][CH2:8][N:5]3[CH2:4][CH2:3][O:2][CH2:7][CH2:6]3)[N:23]=2)[CH:20]=1. (2) Given the reactants C[O:2][C:3](=[O:26])[C:4]1[CH:9]=[C:8]([N+:10]([O-:12])=[O:11])[CH:7]=[C:6]([C:13]2[O:14][C:15]3[CH:21]=[CH:20][C:19]([C:22]([CH3:25])([CH3:24])[CH3:23])=[CH:18][C:16]=3[N:17]=2)[CH:5]=1.[OH-].[Na+].Cl, predict the reaction product. The product is: [C:22]([C:19]1[CH:20]=[CH:21][C:15]2[O:14][C:13]([C:6]3[CH:5]=[C:4]([CH:9]=[C:8]([N+:10]([O-:12])=[O:11])[CH:7]=3)[C:3]([OH:26])=[O:2])=[N:17][C:16]=2[CH:18]=1)([CH3:25])([CH3:23])[CH3:24]. (3) Given the reactants [NH2:1][C:2]1[CH:7]=[CH:6][C:5]([N:8]2[C:12]([CH2:13][CH2:14][CH3:15])=[C:11]([C:16]([NH:18][CH:19]3[CH2:21][CH2:20]3)=[O:17])[N:10]=[N:9]2)=[CH:4][CH:3]=1.N1C=CC=CC=1.[CH3:28][CH:29]([CH3:33])[C:30](Cl)=[O:31], predict the reaction product. The product is: [CH:19]1([NH:18][C:16]([C:11]2[N:10]=[N:9][N:8]([C:5]3[CH:6]=[CH:7][C:2]([NH:1][C:30](=[O:31])[CH:29]([CH3:33])[CH3:28])=[CH:3][CH:4]=3)[C:12]=2[CH2:13][CH2:14][CH3:15])=[O:17])[CH2:20][CH2:21]1. (4) Given the reactants [C:1](Cl)(=[O:8])[C:2]1[CH:7]=[CH:6][CH:5]=[CH:4][CH:3]=1.N1C=CC=CC=1.[OH:16][CH2:17][C:18]1[C:27]([CH3:28])=[C:26]2[C:21]([CH2:22][CH2:23][CH2:24][N:25]2[C:29]([O:31][C:32]([CH3:35])([CH3:34])[CH3:33])=[O:30])=[CH:20][CH:19]=1, predict the reaction product. The product is: [C:1]([O:16][CH2:17][C:18]1[C:27]([CH3:28])=[C:26]2[C:21]([CH2:22][CH2:23][CH2:24][N:25]2[C:29]([O:31][C:32]([CH3:35])([CH3:34])[CH3:33])=[O:30])=[CH:20][CH:19]=1)(=[O:8])[C:2]1[CH:7]=[CH:6][CH:5]=[CH:4][CH:3]=1. (5) Given the reactants [OH:1][CH2:2][C:3]([CH3:32])([CH3:31])[C:4]([N:6]1[CH2:11][CH:10]=[C:9]([C:12]2[NH:30][C:15]3[N:16]=[CH:17][N:18]=[C:19]([NH:20][C:21]4[CH:29]=[CH:28][C:24]5[N:25]=[CH:26][S:27][C:23]=5[CH:22]=4)[C:14]=3[CH:13]=2)[CH2:8][CH2:7]1)=[O:5].C(Cl)CCl.CCOC(C)=O, predict the reaction product. The product is: [CH3:31][C:3]([CH3:32])([CH:2]=[O:1])[C:4]([N:6]1[CH2:7][CH:8]=[C:9]([C:12]2[NH:30][C:15]3[N:16]=[CH:17][N:18]=[C:19]([NH:20][C:21]4[CH:29]=[CH:28][C:24]5[N:25]=[CH:26][S:27][C:23]=5[CH:22]=4)[C:14]=3[CH:13]=2)[CH2:10][CH2:11]1)=[O:5].